Predict the reactants needed to synthesize the given product. From a dataset of Full USPTO retrosynthesis dataset with 1.9M reactions from patents (1976-2016). (1) Given the product [C:15]([O:19][C:20]([NH:21][C@H:22]([C:26]1[CH:31]=[C:30]([F:32])[C:29]([F:33])=[C:28]([F:34])[CH:27]=1)[C@H:23]([O:25][C:43](=[O:44])[C:42]1[CH:41]=[CH:40][C:39]([N+:36]([O-:38])=[O:37])=[CH:47][CH:46]=1)[CH3:24])=[O:35])([CH3:16])([CH3:17])[CH3:18], predict the reactants needed to synthesize it. The reactants are: CC(OC(/N=N/C(OC(C)C)=O)=O)C.[C:15]([O:19][C:20](=[O:35])[NH:21][C@H:22]([C:26]1[CH:31]=[C:30]([F:32])[C:29]([F:33])=[C:28]([F:34])[CH:27]=1)[C@@H:23]([OH:25])[CH3:24])([CH3:18])([CH3:17])[CH3:16].[N+:36]([C:39]1[CH:47]=[CH:46][C:42]([C:43](O)=[O:44])=[CH:41][CH:40]=1)([O-:38])=[O:37].C1(P(C2C=CC=CC=2)C2C=CC=CC=2)C=CC=CC=1. (2) Given the product [CH:37]1([O:36][C:10]2[C:9]([OH:8])=[CH:14][N:13]=[C:12]([CH2:15][O:16][C:17]([C:30]3[CH:31]=[CH:32][CH:33]=[CH:34][CH:35]=3)([C:18]3[CH:19]=[CH:20][CH:21]=[CH:22][CH:23]=3)[C:24]3[CH:29]=[CH:28][CH:27]=[CH:26][CH:25]=3)[CH:11]=2)[CH2:38][CH2:39][CH2:40][CH2:41]1, predict the reactants needed to synthesize it. The reactants are: C([O:8][C:9]1[C:10]([O:36][CH:37]2[CH2:41][CH2:40][CH2:39][CH2:38]2)=[CH:11][C:12]([CH2:15][O:16][C:17]([C:30]2[CH:35]=[CH:34][CH:33]=[CH:32][CH:31]=2)([C:24]2[CH:29]=[CH:28][CH:27]=[CH:26][CH:25]=2)[C:18]2[CH:23]=[CH:22][CH:21]=[CH:20][CH:19]=2)=[N:13][CH:14]=1)C1C=CC=CC=1. (3) Given the product [CH:1]12[CH2:10][CH:5]3[CH2:6][CH:7]([CH2:9][CH:3]([CH2:4]3)[CH:2]1[NH:11][C:12]([C:14]1[CH:15]=[N:16][N:17]([C:20]3[CH:25]=[CH:24][CH:23]=[CH:22][CH:21]=3)[C:18]=1[NH:26][CH2:27][CH2:28][CH2:29][OH:30])=[O:13])[CH2:8]2, predict the reactants needed to synthesize it. The reactants are: [CH:1]12[CH2:10][CH:5]3[CH2:6][CH:7]([CH2:9][CH:3]([CH2:4]3)[CH:2]1[NH:11][C:12]([C:14]1[CH:15]=[N:16][N:17]([C:20]3[CH:25]=[CH:24][CH:23]=[CH:22][CH:21]=3)[C:18]=1Cl)=[O:13])[CH2:8]2.[NH2:26][CH2:27][CH2:28][CH2:29][OH:30]. (4) The reactants are: [CH3:1][N:2]1[CH:6]=[C:5]([C:7]2[N:12]=[C:11]3[N:13]([CH2:16][C@@H:17]4[CH2:22][N:21]([C:23]5[N:28]=[CH:27][C:26]([C:29]6[CH:30]=[N:31][N:32]([CH:34]7[CH2:39][CH2:38][N:37]([C:40](OC(C)(C)C)=O)[CH2:36][CH2:35]7)[CH:33]=6)=[CH:25][N:24]=5)[CH2:20][CH2:19][O:18]4)[N:14]=[N:15][C:10]3=[N:9][CH:8]=2)[CH:4]=[N:3]1.[OH-].[Na+]. Given the product [CH3:1][N:2]1[CH:6]=[C:5]([C:7]2[N:12]=[C:11]3[N:13]([CH2:16][C@H:17]4[O:18][CH2:19][CH2:20][N:21]([C:23]5[N:28]=[CH:27][C:26]([C:29]6[CH:30]=[N:31][N:32]([CH:34]7[CH2:39][CH2:38][N:37]([CH3:40])[CH2:36][CH2:35]7)[CH:33]=6)=[CH:25][N:24]=5)[CH2:22]4)[N:14]=[N:15][C:10]3=[N:9][CH:8]=2)[CH:4]=[N:3]1, predict the reactants needed to synthesize it. (5) The reactants are: Br[C:2]1[CH:7]=[CH:6][C:5]([C@H:8]([NH:13][C@H:14]([C:18]([NH:20]C2(C#N)CC2)=O)[CH2:15][CH2:16]C)[C:9]([F:12])([F:11])[F:10])=[CH:4][CH:3]=1.[CH3:26][S:27]([C:30]1[CH:35]=[CH:34][C:33](B(O)O)=[CH:32][CH:31]=1)(=[O:29])=[O:28].[C:39]([O-:42])([O-])=O.[K+].[K+]. Given the product [C:18]([C:14]1([N:13]([C@@H:8]([C:5]2[CH:4]=[CH:3][C:2]([C:33]3[CH:34]=[CH:35][C:30]([S:27]([CH3:26])(=[O:29])=[O:28])=[CH:31][CH:32]=3)=[CH:7][CH:6]=2)[C:9]([F:10])([F:11])[F:12])[C:39](=[O:42])[C@H:8]([CH2:5][CH2:4][CH3:3])[NH2:13])[CH2:15][CH2:16]1)#[N:20], predict the reactants needed to synthesize it. (6) Given the product [NH2:14][CH2:15][CH2:16][C:17]1[C:25]2[C:20](=[CH:21][CH:22]=[C:23]([Cl:26])[CH:24]=2)[NH:19][C:18]=1[C:27]([NH:28][CH2:29][CH2:30][C:31]1[CH:32]=[CH:33][C:34]([N:37]2[CH2:38][CH2:39][CH2:40][CH2:41][CH2:42]2)=[CH:35][CH:36]=1)=[O:43], predict the reactants needed to synthesize it. The reactants are: FC(F)(F)C(O)=O.C(OC(=O)[NH:14][CH2:15][CH2:16][C:17]1[C:25]2[C:20](=[CH:21][CH:22]=[C:23]([Cl:26])[CH:24]=2)[NH:19][C:18]=1[C:27](=[O:43])[NH:28][CH2:29][CH2:30][C:31]1[CH:36]=[CH:35][C:34]([N:37]2[CH2:42][CH2:41][CH2:40][CH2:39][CH2:38]2)=[CH:33][CH:32]=1)(C)(C)C. (7) Given the product [Cl:32][C:33]1[CH:34]=[C:35]([NH:48][C:10]2[C:11]3=[C:3]([CH2:2][O:26][CH:23]4[CH2:22][CH2:21][NH:20][CH2:25][CH2:24]4)[CH:4]=[CH:5][N:6]3[N:7]=[CH:8][N:9]=2)[CH:36]=[CH:37][C:38]=1[O:39][CH2:40][C:41]1[CH:46]=[CH:45][CH:44]=[C:43]([F:47])[CH:42]=1, predict the reactants needed to synthesize it. The reactants are: Br[CH2:2][C:3]1[CH:4]=[CH:5][N:6]2[C:11]=1[C:10](Cl)=[N:9][CH:8]=[N:7]2.C(OC([N:20]1[CH2:25][CH2:24][CH:23]([OH:26])[CH2:22][CH2:21]1)=O)(C)(C)C.C([O-])(O)=O.[Na+].[Cl:32][C:33]1[CH:34]=[C:35]([NH2:48])[CH:36]=[CH:37][C:38]=1[O:39][CH2:40][C:41]1[CH:46]=[CH:45][CH:44]=[C:43]([F:47])[CH:42]=1. (8) Given the product [C:26]([O:25][C:23]([N:7]1[CH2:8][C@H:9]([N:11]([CH3:22])[S:12]([C:15]2[CH:16]=[CH:17][C:18]([CH3:21])=[CH:19][CH:20]=2)(=[O:14])=[O:13])[CH2:10][C@H:5]([C:3]([OH:4])=[O:2])[CH2:6]1)=[O:24])([CH3:29])([CH3:27])[CH3:28], predict the reactants needed to synthesize it. The reactants are: C[O:2][C:3]([C@H:5]1[CH2:10][C@@H:9]([N:11]([CH3:22])[S:12]([C:15]2[CH:20]=[CH:19][C:18]([CH3:21])=[CH:17][CH:16]=2)(=[O:14])=[O:13])[CH2:8][N:7]([C:23]([O:25][C:26]([CH3:29])([CH3:28])[CH3:27])=[O:24])[CH2:6]1)=[O:4].C(O)C.[Li+].[OH-].